From a dataset of Full USPTO retrosynthesis dataset with 1.9M reactions from patents (1976-2016). Predict the reactants needed to synthesize the given product. (1) The reactants are: [NH2:1][OH:2].CC1CCCO1.[Na+].[Cl-].[C:11](#[N:18])[C:12]1[CH:17]=[CH:16][CH:15]=[CH:14][CH:13]=1. Given the product [C:11](=[N:1][OH:2])([NH2:18])[C:12]1[CH:17]=[CH:16][CH:15]=[CH:14][CH:13]=1, predict the reactants needed to synthesize it. (2) Given the product [CH3:8][O:7][C:5](=[O:6])[C:4]1[CH:3]=[C:2]([Br:1])[C:11]([CH2:12][Br:14])=[C:10]([Br:13])[CH:9]=1, predict the reactants needed to synthesize it. The reactants are: [Br:1][C:2]1[CH:3]=[C:4]([CH:9]=[C:10]([Br:13])[C:11]=1[CH3:12])[C:5]([O:7][CH3:8])=[O:6].[Br:14]N1C(=O)CCC1=O.C(OOC(=O)C1C=CC=CC=1)(=O)C1C=CC=CC=1.